This data is from Catalyst prediction with 721,799 reactions and 888 catalyst types from USPTO. The task is: Predict which catalyst facilitates the given reaction. Reactant: Cl[C:2]1[CH:3]=[C:4]([CH:8]=[C:9]([Cl:11])[N:10]=1)[C:5]([OH:7])=[O:6].[CH3:12][CH:13]([CH3:15])[O-:14].[Na+]. Product: [Cl:11][C:9]1[CH:8]=[C:4]([CH:3]=[C:2]([O:14][CH:13]([CH3:15])[CH3:12])[N:10]=1)[C:5]([OH:7])=[O:6]. The catalyst class is: 32.